Dataset: Full USPTO retrosynthesis dataset with 1.9M reactions from patents (1976-2016). Task: Predict the reactants needed to synthesize the given product. (1) Given the product [N:3]1[CH:8]=[CH:7][CH:6]=[C:5]([C@@H:9]2[O:10][CH:12]=[N:11][C@H:13]2[C:14]([N:16]2[CH2:20][CH2:19][CH2:18][CH2:17]2)=[O:15])[CH:4]=1, predict the reactants needed to synthesize it. The reactants are: [OH-].[K+].[N:3]1[CH:8]=[CH:7][CH:6]=[C:5]([CH:9]=[O:10])[CH:4]=1.[N+:11]([CH2:13][C:14]([N:16]1[CH2:20][CH2:19][CH2:18][CH2:17]1)=[O:15])#[C-:12]. (2) Given the product [N+:19]([C:9]1[CH:8]=[CH:7][C:6]([N:12]2[CH2:17][CH2:16][O:15][CH2:14][C:13]2=[O:18])=[CH:11][CH:10]=1)([O-:21])=[O:20], predict the reactants needed to synthesize it. The reactants are: S(=O)(=O)(O)O.[C:6]1([N:12]2[CH2:17][CH2:16][O:15][CH2:14][C:13]2=[O:18])[CH:11]=[CH:10][CH:9]=[CH:8][CH:7]=1.[N+:19]([O-])([OH:21])=[O:20].